This data is from Full USPTO retrosynthesis dataset with 1.9M reactions from patents (1976-2016). The task is: Predict the reactants needed to synthesize the given product. (1) Given the product [CH:1]([NH:4][S:20]([C:17]1[CH:18]=[CH:19][C:14]([C:11]2[CH:12]=[CH:13][C:8]([N+:5]([O-:7])=[O:6])=[CH:9][CH:10]=2)=[CH:15][CH:16]=1)(=[O:21])=[O:22])([CH3:3])[CH3:2], predict the reactants needed to synthesize it. The reactants are: [CH:1]([NH2:4])([CH3:3])[CH3:2].[N+:5]([C:8]1[CH:13]=[CH:12][C:11]([C:14]2[CH:19]=[CH:18][C:17]([S:20](Cl)(=[O:22])=[O:21])=[CH:16][CH:15]=2)=[CH:10][CH:9]=1)([O-:7])=[O:6].O. (2) The reactants are: [F-].C([N+](CCCC)(CCCC)CCCC)CCC.[Si]([O:26][C@H:27]([C@H:29]([N:33]1[CH:41]=[N:40][C:39]2[C:34]1=[N:35][CH:36]=[N:37][C:38]=2[NH2:42])[CH2:30][CH2:31][CH3:32])[CH3:28])(C(C)(C)C)(C)C.C(OCC)(=O)C.CC(C)=O. Given the product [NH2:42][C:38]1[N:37]=[CH:36][N:35]=[C:34]2[C:39]=1[N:40]=[CH:41][N:33]2[C@H:29]([CH2:30][CH2:31][CH3:32])[C@@H:27]([OH:26])[CH3:28], predict the reactants needed to synthesize it. (3) The reactants are: C[O:2][C:3]([C:5]1[N:6]=[C:7](Br)[S:8][C:9]=1[C:10]1[CH:11]=[C:12]([CH3:16])[CH:13]=[CH:14][CH:15]=1)=[O:4].[CH3:18][NH:19][CH3:20]. Given the product [CH3:18][N:19]([CH3:20])[C:7]1[S:8][C:9]([C:10]2[CH:11]=[C:12]([CH3:16])[CH:13]=[CH:14][CH:15]=2)=[C:5]([C:3]([OH:2])=[O:4])[N:6]=1, predict the reactants needed to synthesize it.